This data is from Forward reaction prediction with 1.9M reactions from USPTO patents (1976-2016). The task is: Predict the product of the given reaction. (1) The product is: [Cl:73][C:74]1[CH:79]=[CH:78][C:77]([C:80]2[C:86]3[CH:87]=[CH:88][CH:89]=[CH:90][C:85]=3[C:84]3[C:91]([CH3:94])=[N:92][O:93][C:83]=3[C@H:82]([CH2:95][C@@H:96]([NH2:101])[C:97]([F:99])([F:100])[F:98])[N:81]=2)=[CH:76][CH:75]=1. Given the reactants ClC1C=CC(C2C3C=CC=CC=3C3C(C)=NOC=3[C@H](CC(O)(O)C(F)(F)F)N=2)=CC=1.O.C1(C)C=CC(S(O)(=O)=O)=CC=1.C(N)C1C=CC=CC=1.C(N(CC)CC)C.CC1(C)C2(CS(O)(=O)=O)C(CC1CC2)=O.[Cl:73][C:74]1[CH:79]=[CH:78][C:77]([C:80]2[C:86]3[CH:87]=[CH:88][CH:89]=[CH:90][C:85]=3[C:84]3[C:91]([CH3:94])=[N:92][O:93][C:83]=3[C@H:82]([CH2:95][C@H:96]([NH2:101])[C:97]([F:100])([F:99])[F:98])[N:81]=2)=[CH:76][CH:75]=1, predict the reaction product. (2) Given the reactants I[N:2]1[C:12](=[O:13])[C:11]2[C:6](=[CH:7][CH:8]=[CH:9][CH:10]=2)[S:3]1(=[O:5])=[O:4].C=CC1C=CC=CC=1.O, predict the reaction product. The product is: [S:3]1([C:6]2[C:11](=[CH:10][CH:9]=[CH:8][CH:7]=2)[C:12](=[O:13])[NH:2]1)(=[O:4])=[O:5]. (3) Given the reactants [C:1]([O:5][C:6]([N:8]1[CH2:13][CH2:12][CH:11]([C:14]([NH:16][NH2:17])=[O:15])[CH2:10][CH2:9]1)=[O:7])([CH3:4])([CH3:3])[CH3:2].COC(OC)N(C)C.[CH2:26]1COC[CH2:27]1, predict the reaction product. The product is: [C:1]([O:5][C:6]([N:8]1[CH2:13][CH2:12][CH:11]([C:14]2[O:15][C:26]([CH3:27])=[N:17][N:16]=2)[CH2:10][CH2:9]1)=[O:7])([CH3:4])([CH3:2])[CH3:3]. (4) Given the reactants [O:1]1CCCC1.[CH3:6][C:7]1[CH:12]=[C:11]([NH:13][C:14]2[N:19]=[CH:18][N:17]=[C:16]([NH:20]C(C3CC3)=O)[CH:15]=2)[C:10](=[O:26])[N:9]2[C:27]3([CH2:35][CH2:34][CH2:33][C:32](=O)[CH2:31]3)[NH:28][C:29](=[O:30])[C:8]=12.[OH-].[K+].[BH4-].[Na+], predict the reaction product. The product is: [NH2:20][C:16]1[N:17]=[CH:18][N:19]=[C:14]([NH:13][C:11]2[C:10](=[O:26])[N:9]3[C:27]4([CH2:31][CH2:32][CH:33]([OH:1])[CH2:34][CH2:35]4)[NH:28][C:29](=[O:30])[C:8]3=[C:7]([CH3:6])[CH:12]=2)[CH:15]=1. (5) Given the reactants Br[C:2]1[CH:7]=[CH:6][C:5]([CH:8]([C:14]([O:16][CH2:17][CH3:18])=[O:15])[C:9]([O:11][CH2:12][CH3:13])=[O:10])=[CH:4][CH:3]=1.[CH3:19][NH:20][C:21]1[CH:26]=[CH:25][CH:24]=[CH:23][CH:22]=1.C1(P(C2CCCCC2)C2C=CC=CC=2C2C(C(C)C)=CC(C(C)C)=CC=2C(C)C)CCCCC1.C(=O)([O-])[O-].[K+].[K+], predict the reaction product. The product is: [CH3:19][N:20]([C:2]1[CH:7]=[CH:6][C:5]([CH:8]([C:14]([O:16][CH2:17][CH3:18])=[O:15])[C:9]([O:11][CH2:12][CH3:13])=[O:10])=[CH:4][CH:3]=1)[C:21]1[CH:26]=[CH:25][CH:24]=[CH:23][CH:22]=1. (6) The product is: [Br:1][C:2]1[CH:3]=[C:4]([C:8]([C:11]2[CH:15]=[C:14]([CH2:16][OH:17])[S:13][CH:12]=2)([OH:10])[CH3:9])[CH:5]=[CH:6][CH:7]=1. Given the reactants [Br:1][C:2]1[CH:3]=[C:4]([C:8]([C:11]2[CH:15]=[C:14]([CH2:16][O:17][Si](C(C)(C)C)(C)C)[S:13][CH:12]=2)([OH:10])[CH3:9])[CH:5]=[CH:6][CH:7]=1, predict the reaction product. (7) Given the reactants [CH3:1][C:2]1([CH3:17])[C:10]2[C:5](=[CH:6][C:7]([N+:11]([O-])=O)=[CH:8][CH:9]=2)[N:4]([C:14](=[O:16])[CH3:15])[CH2:3]1, predict the reaction product. The product is: [C:14]([N:4]1[C:5]2[C:10](=[CH:9][CH:8]=[C:7]([NH2:11])[CH:6]=2)[C:2]([CH3:17])([CH3:1])[CH2:3]1)(=[O:16])[CH3:15]. (8) Given the reactants [H-].[Na+].C([Cl:6])(=O)C.[C:7]([N:10]([C:14]1[C:23]2[C:18](=[N:19][C:20]([C:31]3[CH:36]=[CH:35][C:34]([Cl:37])=[CH:33][C:32]=3[Cl:38])=[C:21]([C:24]3[CH:29]=[CH:28][C:27]([Cl:30])=[CH:26][CH:25]=3)[CH:22]=2)[N:17]([CH3:39])[C:16](=[O:40])[C:15]=1C)C(=O)C)(=[O:9])[CH3:8].C([O-])([O-])=O.[Cs+].[Cs+], predict the reaction product. The product is: [Cl:6][C:15]1[C:16](=[O:40])[N:17]([CH3:39])[C:18]2[C:23]([C:14]=1[NH:10][C:7](=[O:9])[CH3:8])=[CH:22][C:21]([C:24]1[CH:29]=[CH:28][C:27]([Cl:30])=[CH:26][CH:25]=1)=[C:20]([C:31]1[CH:36]=[CH:35][C:34]([Cl:37])=[CH:33][C:32]=1[Cl:38])[N:19]=2. (9) Given the reactants [F:1][C:2]([F:15])([F:14])[C:3](=O)[CH2:4][C:5]([C:7]1[CH:12]=[CH:11][CH:10]=[CH:9][CH:8]=1)=O.Cl.[N+:17]([C:20]1[CH:21]=[C:22]([NH:26][NH2:27])[CH:23]=[CH:24][CH:25]=1)([O-:19])=[O:18].Cl.C(O)C, predict the reaction product. The product is: [N+:17]([C:20]1[CH:21]=[C:22]([N:26]2[C:5]([C:7]3[CH:12]=[CH:11][CH:10]=[CH:9][CH:8]=3)=[CH:4][C:3]([C:2]([F:15])([F:14])[F:1])=[N:27]2)[CH:23]=[CH:24][CH:25]=1)([O-:19])=[O:18]. (10) Given the reactants [C:1]([O:4][CH:5]1[CH2:9][CH2:8][CH2:7][C:6]1([NH:22]C(OC(C)(C)C)=O)[CH2:10][NH:11][C:12]1[CH:17]=[CH:16][C:15]([C:18]#[N:19])=[C:14]([Cl:20])[C:13]=1[CH3:21])(=[O:3])[CH3:2].C(O)(C(F)(F)F)=O.C(=O)(O)[O-].[Na+], predict the reaction product. The product is: [C:1]([O:4][CH:5]1[CH2:9][CH2:8][CH2:7][C:6]1([NH2:22])[CH2:10][NH:11][C:12]1[CH:17]=[CH:16][C:15]([C:18]#[N:19])=[C:14]([Cl:20])[C:13]=1[CH3:21])(=[O:3])[CH3:2].